Dataset: NCI-60 drug combinations with 297,098 pairs across 59 cell lines. Task: Regression. Given two drug SMILES strings and cell line genomic features, predict the synergy score measuring deviation from expected non-interaction effect. (1) Drug 1: CC1C(C(CC(O1)OC2CC(CC3=C2C(=C4C(=C3O)C(=O)C5=C(C4=O)C(=CC=C5)OC)O)(C(=O)CO)O)N)O.Cl. Drug 2: C1C(C(OC1N2C=NC3=C2NC=NCC3O)CO)O. Cell line: BT-549. Synergy scores: CSS=0.406, Synergy_ZIP=4.46, Synergy_Bliss=-2.43, Synergy_Loewe=-1.54, Synergy_HSA=-1.73. (2) Drug 1: CC1C(C(=O)NC(C(=O)N2CCCC2C(=O)N(CC(=O)N(C(C(=O)O1)C(C)C)C)C)C(C)C)NC(=O)C3=C4C(=C(C=C3)C)OC5=C(C(=O)C(=C(C5=N4)C(=O)NC6C(OC(=O)C(N(C(=O)CN(C(=O)C7CCCN7C(=O)C(NC6=O)C(C)C)C)C)C(C)C)C)N)C. Drug 2: CC1=CC=C(C=C1)C2=CC(=NN2C3=CC=C(C=C3)S(=O)(=O)N)C(F)(F)F. Cell line: OVCAR3. Synergy scores: CSS=60.3, Synergy_ZIP=15.4, Synergy_Bliss=12.5, Synergy_Loewe=2.86, Synergy_HSA=16.1. (3) Drug 1: CC1CCC2CC(C(=CC=CC=CC(CC(C(=O)C(C(C(=CC(C(=O)CC(OC(=O)C3CCCCN3C(=O)C(=O)C1(O2)O)C(C)CC4CCC(C(C4)OC)OCCO)C)C)O)OC)C)C)C)OC. Drug 2: C1CC(=O)NC(=O)C1N2C(=O)C3=CC=CC=C3C2=O. Cell line: NCI-H522. Synergy scores: CSS=2.22, Synergy_ZIP=-1.37, Synergy_Bliss=-0.289, Synergy_Loewe=-5.50, Synergy_HSA=-0.889. (4) Drug 1: CC12CCC3C(C1CCC2=O)CC(=C)C4=CC(=O)C=CC34C. Drug 2: CN(C(=O)NC(C=O)C(C(C(CO)O)O)O)N=O. Cell line: NCI-H226. Synergy scores: CSS=28.9, Synergy_ZIP=-1.01, Synergy_Bliss=5.36, Synergy_Loewe=0.388, Synergy_HSA=5.49. (5) Drug 1: CN1CCC(CC1)COC2=C(C=C3C(=C2)N=CN=C3NC4=C(C=C(C=C4)Br)F)OC. Drug 2: CC(CN1CC(=O)NC(=O)C1)N2CC(=O)NC(=O)C2. Cell line: NCI-H460. Synergy scores: CSS=32.3, Synergy_ZIP=-0.144, Synergy_Bliss=-0.198, Synergy_Loewe=1.01, Synergy_HSA=1.62. (6) Drug 1: CC1=C(C(CCC1)(C)C)C=CC(=CC=CC(=CC(=O)O)C)C. Drug 2: C1CC(C1)(C(=O)O)C(=O)O.[NH2-].[NH2-].[Pt+2]. Cell line: T-47D. Synergy scores: CSS=18.0, Synergy_ZIP=-9.52, Synergy_Bliss=-7.14, Synergy_Loewe=-2.27, Synergy_HSA=-1.09. (7) Drug 1: CCCS(=O)(=O)NC1=C(C(=C(C=C1)F)C(=O)C2=CNC3=C2C=C(C=N3)C4=CC=C(C=C4)Cl)F. Drug 2: COC1=NC(=NC2=C1N=CN2C3C(C(C(O3)CO)O)O)N. Cell line: M14. Synergy scores: CSS=23.5, Synergy_ZIP=-1.96, Synergy_Bliss=-5.45, Synergy_Loewe=-41.8, Synergy_HSA=-8.91.